The task is: Predict which catalyst facilitates the given reaction.. This data is from Catalyst prediction with 721,799 reactions and 888 catalyst types from USPTO. (1) Reactant: [C:1]([O:5][C:6]([C@H:8]1[C@H:12]([C:13]2[CH:18]=[CH:17][CH:16]=[C:15]([Cl:19])[C:14]=2[F:20])[C@:11]([C:23]2[CH:28]=[CH:27][C:26]([Cl:29])=[CH:25][C:24]=2[F:30])([C:21]#[N:22])[C@@H:10]([CH3:31])[NH:9]1)=[O:7])([CH3:4])([CH3:3])[CH3:2].[Cl:32][C:33]1[CH:40]=[CH:39][CH:38]=[CH:37][C:34]=1[CH2:35]Br.C(=O)([O-])[O-].[Cs+].[Cs+]. Product: [C:1]([O:5][C:6]([CH:8]1[CH:12]([C:13]2[CH:18]=[CH:17][CH:16]=[C:15]([Cl:19])[C:14]=2[F:20])[C:11]([C:23]2[CH:28]=[CH:27][C:26]([Cl:29])=[CH:25][C:24]=2[F:30])([C:21]#[N:22])[CH:10]([CH3:31])[N:9]1[CH2:35][C:34]1[CH:37]=[CH:38][CH:39]=[CH:40][C:33]=1[Cl:32])=[O:7])([CH3:4])([CH3:2])[CH3:3]. The catalyst class is: 3. (2) Reactant: [K].[SH:2][C:3]1[S:4][C:5]2[C:6]([N:16]=1)=[N:7][CH:8]=[C:9]([C:11]([O:13][CH2:14][CH3:15])=[O:12])[CH:10]=2.I[CH3:18]. Product: [CH3:18][S:2][C:3]1[S:4][C:5]2[C:6]([N:16]=1)=[N:7][CH:8]=[C:9]([C:11]([O:13][CH2:14][CH3:15])=[O:12])[CH:10]=2. The catalyst class is: 3. (3) Reactant: [F:1][C:2]([F:13])([F:12])[C:3]1[N:8]=[CH:7][C:6]([CH2:9][C:10]#[N:11])=[CH:5][CH:4]=1.[CH2:14]([N:16]1[C:24]2[C:19](=[CH:20][C:21]([N+]([O-])=O)=[CH:22][CH:23]=2)[C:18]([CH3:28])=[N:17]1)[CH3:15].C([O-])=O.[NH4+]. Product: [CH2:14]([N:16]1[C:24]2[C:19](=[CH:20][C:21]([NH:11][CH2:10][CH2:9][C:6]3[CH:7]=[N:8][C:3]([C:2]([F:12])([F:1])[F:13])=[CH:4][CH:5]=3)=[CH:22][CH:23]=2)[C:18]([CH3:28])=[N:17]1)[CH3:15]. The catalyst class is: 19. (4) Reactant: [NH2:1][C:2]1[S:3][C:4]2[C:10](CCC)=[C:9](SC#N)[CH:8]=[C:7]([O:17][CH2:18][P:19]([OH:22])([OH:21])=[O:20])[C:5]=2[N:6]=1.C([Sn](CC[CH2:37][CH3:38])(CCCC)CCCC)C=C.NC1SC2C(C3OC=CC=3)=C(SC#N)C=C(OCP(O)(O)=O)C=2N=1.NC1SC2C(C3SC=CC=3)=C(SC#N)C=C(OCP(O)(O)=O)C=2N=1.S1C=CC=C1[Sn](CCCC)(CCCC)CCCC.[F:105]C1C=C(Br)C(F)=CC=1[N+]([O-])=O. Product: [NH2:1][C:2]1[S:3][C:4]2[C:10]([F:105])=[C:9]([CH2:37][CH3:38])[CH:8]=[C:7]([O:17][CH2:18][P:19]([OH:22])([OH:21])=[O:20])[C:5]=2[N:6]=1. The catalyst class is: 5. (5) Reactant: [CH2:1]([O:3][C:4]([CH:6]1[CH2:11][C:10](=[O:12])[CH:9]=[CH:8][O:7]1)=[O:5])[CH3:2].[H][H]. Product: [CH2:1]([O:3][C:4]([CH:6]1[CH2:11][C:10](=[O:12])[CH2:9][CH2:8][O:7]1)=[O:5])[CH3:2]. The catalyst class is: 25. (6) Reactant: [Br:1]Br.[C:3]([C:6]1[S:7][CH:8]=[C:9]([C:20]([O:22][CH3:23])=[O:21])[C:10]=1[O:11][C:12]([CH:14]1[CH2:19][CH2:18][CH2:17][CH2:16][CH2:15]1)=[O:13])(=[O:5])[CH3:4]. Product: [Br:1][CH2:4][C:3]([C:6]1[S:7][CH:8]=[C:9]([C:20]([O:22][CH3:23])=[O:21])[C:10]=1[O:11][C:12]([CH:14]1[CH2:15][CH2:16][CH2:17][CH2:18][CH2:19]1)=[O:13])=[O:5]. The catalyst class is: 15. (7) Reactant: [Cl:1][C:2]1[CH:7]=[C:6]([C:8]#[C:9][C:10]2[N:11]=[C:12]([CH3:22])[N:13]([C:15]3[CH:20]=[CH:19][C:18]([F:21])=[CH:17][CH:16]=3)[CH:14]=2)[CH:5]=[CH:4][N:3]=1.[CH:23]([N-]C(C)C)(C)C.[Li+].IC. Product: [Cl:1][C:2]1[CH:7]=[C:6]([C:8]#[C:9][C:10]2[N:11]=[C:12]([CH3:22])[N:13]([C:15]3[CH:16]=[CH:17][C:18]([F:21])=[CH:19][CH:20]=3)[C:14]=2[CH3:23])[CH:5]=[CH:4][N:3]=1. The catalyst class is: 1. (8) The catalyst class is: 14. Product: [Br:17][C:18]1[CH:19]=[N:14][C:12]2[C:11]([CH:21]=1)=[CH:10][C:9]([O:15][CH3:16])=[C:8]([O:7][CH2:6][CH2:5][OH:4])[CH:13]=2. Reactant: C([O:4][CH2:5][CH2:6][O:7][C:8]1[CH:13]=[C:12]([NH2:14])[CH:11]=[CH:10][C:9]=1[O:15][CH3:16])(=O)C.[Br:17][CH:18]([CH:21]=O)[CH:19]=O.Br.[OH-].[Na+].